From a dataset of NCI-60 drug combinations with 297,098 pairs across 59 cell lines. Regression. Given two drug SMILES strings and cell line genomic features, predict the synergy score measuring deviation from expected non-interaction effect. (1) Drug 1: CCC(=C(C1=CC=CC=C1)C2=CC=C(C=C2)OCCN(C)C)C3=CC=CC=C3.C(C(=O)O)C(CC(=O)O)(C(=O)O)O. Drug 2: C1=CN(C=N1)CC(O)(P(=O)(O)O)P(=O)(O)O. Cell line: LOX IMVI. Synergy scores: CSS=0.142, Synergy_ZIP=4.33, Synergy_Bliss=9.69, Synergy_Loewe=-4.03, Synergy_HSA=-1.85. (2) Drug 1: CCCCCOC(=O)NC1=NC(=O)N(C=C1F)C2C(C(C(O2)C)O)O. Drug 2: CCC1(C2=C(COC1=O)C(=O)N3CC4=CC5=C(C=CC(=C5CN(C)C)O)N=C4C3=C2)O.Cl. Cell line: SNB-19. Synergy scores: CSS=42.6, Synergy_ZIP=-0.189, Synergy_Bliss=-2.66, Synergy_Loewe=-69.5, Synergy_HSA=-3.79. (3) Synergy scores: CSS=31.6, Synergy_ZIP=5.09, Synergy_Bliss=5.59, Synergy_Loewe=3.58, Synergy_HSA=7.26. Drug 2: CC1OCC2C(O1)C(C(C(O2)OC3C4COC(=O)C4C(C5=CC6=C(C=C35)OCO6)C7=CC(=C(C(=C7)OC)O)OC)O)O. Cell line: 786-0. Drug 1: CC1C(C(CC(O1)OC2CC(CC3=C2C(=C4C(=C3O)C(=O)C5=C(C4=O)C(=CC=C5)OC)O)(C(=O)CO)O)N)O.Cl. (4) Drug 1: C1=CC(=CC=C1C#N)C(C2=CC=C(C=C2)C#N)N3C=NC=N3. Drug 2: CC(C)(C#N)C1=CC(=CC(=C1)CN2C=NC=N2)C(C)(C)C#N. Cell line: SN12C. Synergy scores: CSS=-6.92, Synergy_ZIP=4.62, Synergy_Bliss=4.18, Synergy_Loewe=-6.29, Synergy_HSA=-7.39. (5) Drug 1: CN1CCC(CC1)COC2=C(C=C3C(=C2)N=CN=C3NC4=C(C=C(C=C4)Br)F)OC. Drug 2: COC1=C(C=C2C(=C1)N=CN=C2NC3=CC(=C(C=C3)F)Cl)OCCCN4CCOCC4. Cell line: SR. Synergy scores: CSS=12.2, Synergy_ZIP=5.31, Synergy_Bliss=8.57, Synergy_Loewe=-1.89, Synergy_HSA=7.96. (6) Cell line: SK-MEL-5. Drug 2: CC12CCC3C(C1CCC2O)C(CC4=C3C=CC(=C4)O)CCCCCCCCCS(=O)CCCC(C(F)(F)F)(F)F. Synergy scores: CSS=7.58, Synergy_ZIP=-3.42, Synergy_Bliss=-0.766, Synergy_Loewe=5.11, Synergy_HSA=2.22. Drug 1: C1=CC=C(C=C1)NC(=O)CCCCCCC(=O)NO. (7) Drug 1: CC12CCC(CC1=CCC3C2CCC4(C3CC=C4C5=CN=CC=C5)C)O. Drug 2: CNC(=O)C1=NC=CC(=C1)OC2=CC=C(C=C2)NC(=O)NC3=CC(=C(C=C3)Cl)C(F)(F)F. Cell line: U251. Synergy scores: CSS=62.0, Synergy_ZIP=4.68, Synergy_Bliss=3.86, Synergy_Loewe=-2.69, Synergy_HSA=3.44.